From a dataset of Forward reaction prediction with 1.9M reactions from USPTO patents (1976-2016). Predict the product of the given reaction. (1) The product is: [CH3:1][O:2][C:3]1[CH:8]=[N:7][C:6]([O:9][C:10]2[CH:15]=[C:14]([CH3:16])[C:13]([C:17]3[N:18]=[C:19]([NH:22][C:32](=[O:39])[C:33]4[CH:38]=[CH:37][N:36]=[CH:35][CH:34]=4)[S:20][CH:21]=3)=[C:12]([CH3:23])[CH:11]=2)=[N:5][CH:4]=1. Given the reactants [CH3:1][O:2][C:3]1[CH:4]=[N:5][C:6]([O:9][C:10]2[CH:15]=[C:14]([CH3:16])[C:13]([C:17]3[N:18]=[C:19]([NH2:22])[S:20][CH:21]=3)=[C:12]([CH3:23])[CH:11]=2)=[N:7][CH:8]=1.C(N(CC)CC)C.Cl.[C:32](Cl)(=[O:39])[C:33]1[CH:38]=[CH:37][N:36]=[CH:35][CH:34]=1, predict the reaction product. (2) Given the reactants Cl[C:2]1[CH:3]=[C:4]([C:9]2[CH:14]=[CH:13][CH:12]=[C:11]([C:15]3[CH:20]=[CH:19][CH:18]=[CH:17][CH:16]=3)[CH:10]=2)[CH:5]=[CH:6][C:7]=1[CH3:8].[NH2:21][C:22]1[CH:29]=[CH:28][C:25]([C:26]#[N:27])=[CH:24][CH:23]=1.CC(C)([O-])C.[Na+], predict the reaction product. The product is: [C:15]1([C:11]2[CH:10]=[C:9]([C:4]3[CH:5]=[CH:6][C:7]([CH3:8])=[C:2]([NH:21][C:22]4[CH:29]=[CH:28][C:25]([C:26]#[N:27])=[CH:24][CH:23]=4)[CH:3]=3)[CH:14]=[CH:13][CH:12]=2)[CH:20]=[CH:19][CH:18]=[CH:17][CH:16]=1. (3) Given the reactants Br[C:2]1[C:7](=[O:8])[N:6]([CH2:9][C:10]2[CH:15]=[CH:14][C:13]([C:16]3[C:17]([C:22]#[N:23])=[CH:18][CH:19]=[CH:20][CH:21]=3)=[CH:12][CH:11]=2)[C:5]([CH2:24][CH2:25][CH3:26])=[N:4][C:3]=1[CH2:27][CH3:28].[CH3:29][O:30][C:31]1[CH:32]=[C:33]([OH:39])[CH:34]=[CH:35][C:36]=1[O:37][CH3:38].[OH-].[K+].CS(C)=O, predict the reaction product. The product is: [CH3:29][O:30][C:31]1[CH:32]=[C:33]([CH:34]=[CH:35][C:36]=1[O:37][CH3:38])[O:39][C:2]1[C:7](=[O:8])[N:6]([CH2:9][C:10]2[CH:15]=[CH:14][C:13]([C:16]3[C:17]([C:22]#[N:23])=[CH:18][CH:19]=[CH:20][CH:21]=3)=[CH:12][CH:11]=2)[C:5]([CH2:24][CH2:25][CH3:26])=[N:4][C:3]=1[CH2:27][CH3:28]. (4) The product is: [CH2:13]([Si:12]([CH2:17][CH3:18])([CH2:15][CH3:16])[C:5]1[S:1][C:2]([C:6]2[CH:11]=[CH:10][CH:9]=[CH:8][N:7]=2)=[CH:3][CH:4]=1)[CH3:14]. Given the reactants [S:1]1[CH:5]=[CH:4][CH:3]=[C:2]1[C:6]1[CH:11]=[CH:10][CH:9]=[CH:8][N:7]=1.[SiH:12]([CH2:17][CH3:18])([CH2:15][CH3:16])[CH2:13][CH3:14], predict the reaction product. (5) Given the reactants [CH2:1]([C:3]([C:19]1[CH:20]=[C:21]([O:25][CH2:26][CH2:27][CH2:28][C:29](OCC)=[O:30])[CH:22]=[CH:23][CH:24]=1)=[C:4]([C:12]1[CH:17]=[CH:16][C:15]([OH:18])=[CH:14][CH:13]=1)[C:5]1[CH:10]=[CH:9][C:8]([OH:11])=[CH:7][CH:6]=1)[CH3:2].[H-].[H-].[H-].[H-].[Li+].[Al+3], predict the reaction product. The product is: [OH:30][CH2:29][CH2:28][CH2:27][CH2:26][O:25][C:21]1[CH:20]=[C:19]([C:3]([CH2:1][CH3:2])=[C:4]([C:12]2[CH:13]=[CH:14][C:15]([OH:18])=[CH:16][CH:17]=2)[C:5]2[CH:10]=[CH:9][C:8]([OH:11])=[CH:7][CH:6]=2)[CH:24]=[CH:23][CH:22]=1. (6) Given the reactants [CH3:1][N:2]=[C:3]=[O:4].[NH2:5][C:6]1[N:11]=[CH:10][C:9](/[CH:12]=[CH:13]/[C:14]([N:16]([CH3:28])[CH2:17][C:18]2[N:19]([CH3:27])[C:20]3[C:25]([CH:26]=2)=[CH:24][CH:23]=[CH:22][CH:21]=3)=[O:15])=[CH:8][CH:7]=1.C(N(CC)CC)C, predict the reaction product. The product is: [CH3:28][N:16]([CH2:17][C:18]1[N:19]([CH3:27])[C:20]2[C:25]([CH:26]=1)=[CH:24][CH:23]=[CH:22][CH:21]=2)[C:14](=[O:15])/[CH:13]=[CH:12]/[C:9]1[CH:10]=[N:11][C:6]([NH:5][C:3]([NH:2][CH3:1])=[O:4])=[CH:7][CH:8]=1. (7) Given the reactants [CH3:1][C:2]1[CH:7]=[CH:6][C:5]([NH:8][C:9]2[CH:14]=[CH:13][CH:12]=[CH:11][N:10]=2)=[CH:4][C:3]=1[OH:15].C([O-])([O-])=O.[Cs+].[Cs+].Br[CH2:23][CH:24]=[C:25]([CH3:27])[CH3:26], predict the reaction product. The product is: [CH3:1][C:2]1[CH:7]=[CH:6][C:5]([NH:8][C:9]2[CH:14]=[CH:13][CH:12]=[CH:11][N:10]=2)=[CH:4][C:3]=1[O:15][CH2:23][CH:24]=[C:25]([CH3:27])[CH3:26].